This data is from Full USPTO retrosynthesis dataset with 1.9M reactions from patents (1976-2016). The task is: Predict the reactants needed to synthesize the given product. Given the product [Cl:15][C:8]1[N:7]=[C:6]([O:4][CH3:3])[C:11]([N+:12]([O-:14])=[O:13])=[CH:10][CH:9]=1, predict the reactants needed to synthesize it. The reactants are: [H-].[Na+].[CH3:3][OH:4].Cl[C:6]1[C:11]([N+:12]([O-:14])=[O:13])=[CH:10][CH:9]=[C:8]([Cl:15])[N:7]=1.O.